From a dataset of Full USPTO retrosynthesis dataset with 1.9M reactions from patents (1976-2016). Predict the reactants needed to synthesize the given product. (1) Given the product [NH:24]1[C:32]2[C:27](=[C:28]([C:2]3[N:3]=[C:4]([N:18]4[CH2:23][CH2:22][O:21][CH2:20][CH2:19]4)[C:5]4[S:10][C:9]([CH2:11][N:12]([CH3:17])[S:13]([CH3:16])(=[O:15])=[O:14])=[CH:8][C:6]=4[N:7]=3)[CH:29]=[CH:30][CH:31]=2)[CH:26]=[CH:25]1, predict the reactants needed to synthesize it. The reactants are: Cl[C:2]1[N:3]=[C:4]([N:18]2[CH2:23][CH2:22][O:21][CH2:20][CH2:19]2)[C:5]2[S:10][C:9]([CH2:11][N:12]([CH3:17])[S:13]([CH3:16])(=[O:15])=[O:14])=[CH:8][C:6]=2[N:7]=1.[NH:24]1[C:32]2[C:27](=[CH:28][CH:29]=[CH:30][CH:31]=2)[CH:26]=[C:25]1B(O)O. (2) Given the product [CH3:20][O:19][C:5]1[CH:4]=[C:3]([CH2:1][NH:27][CH2:26][CH2:25][C:24]2[CH:23]=[C:22]([CH3:21])[CH:30]=[CH:29][CH:28]=2)[CH:18]=[CH:17][C:6]=1[O:7][C:8]1[CH:16]=[CH:15][C:11]([C:12]([NH2:14])=[O:13])=[CH:10][N:9]=1, predict the reactants needed to synthesize it. The reactants are: [CH:1]([C:3]1[CH:18]=[CH:17][C:6]([O:7][C:8]2[CH:16]=[CH:15][C:11]([C:12]([NH2:14])=[O:13])=[CH:10][N:9]=2)=[C:5]([O:19][CH3:20])[CH:4]=1)=O.[CH3:21][C:22]1[CH:23]=[C:24]([CH:28]=[CH:29][CH:30]=1)[CH2:25][CH2:26][NH2:27]. (3) Given the product [Br:27][C:5]1[C:6]([N:11]2[CH2:16][CH2:15][N:14]([CH2:17][C:18]([N:20]([CH3:26])[C:21]3[S:22][CH:23]=[CH:24][N:25]=3)=[O:19])[CH2:13][CH2:12]2)=[C:7]2[N:8]=[C:34]([C:33]3[CH:36]=[CH:37][C:30]([N:29]([CH3:38])[CH3:28])=[CH:31][CH:32]=3)[NH:1][C:2]2=[N:3][CH:4]=1, predict the reactants needed to synthesize it. The reactants are: [NH2:1][C:2]1[C:7]([N+:8]([O-])=O)=[C:6]([N:11]2[CH2:16][CH2:15][N:14]([CH2:17][C:18]([N:20]([CH3:26])[C:21]3[S:22][CH:23]=[CH:24][N:25]=3)=[O:19])[CH2:13][CH2:12]2)[C:5]([Br:27])=[CH:4][N:3]=1.[CH3:28][N:29]([CH3:38])[C:30]1[CH:37]=[CH:36][C:33]([CH:34]=O)=[CH:32][CH:31]=1.[O-]S(S([O-])=O)=O.[Na+].[Na+]. (4) The reactants are: Br[CH2:2][CH2:3][O:4][C:5]1[CH:10]=[CH:9][C:8]([CH2:11][CH:12]([O:18][CH2:19][CH3:20])[C:13]([O:15][CH2:16][CH3:17])=[O:14])=[CH:7][CH:6]=1.C([O-])([O-])=O.[K+].[K+].[F:27][C:28]([F:39])([F:38])[C:29]1[NH:30][C:31]2[CH:37]=[CH:36][CH:35]=[CH:34][C:32]=2[N:33]=1.O. Given the product [CH2:19]([O:18][CH:12]([CH2:11][C:8]1[CH:9]=[CH:10][C:5]([O:4][CH2:3][CH2:2][N:30]2[C:31]3[CH:37]=[CH:36][CH:35]=[CH:34][C:32]=3[N:33]=[C:29]2[C:28]([F:27])([F:39])[F:38])=[CH:6][CH:7]=1)[C:13]([O:15][CH2:16][CH3:17])=[O:14])[CH3:20], predict the reactants needed to synthesize it. (5) Given the product [C:1]([O:4][CH2:5][C@@H:6]1[C@@H:11]([OH:12])[C@H:10]([CH:20]([OH:60])[C@@H:21]2[C@@H:26]([OH:27])[C@@H:25]([OH:35])[C@H:24]([OH:43])[C@@H:23]([CH2:51][OH:52])[O:22]2)[C@H:9]([OH:61])[C@@H:8]([O:69][C:70]2[CH:75]=[CH:74][C:73]([C:76]3[CH:81]=[CH:80][CH:79]=[C:78]([C:82](=[O:85])[NH:83][CH3:84])[CH:77]=3)=[CH:72][CH:71]=2)[O:7]1)(=[O:3])[CH3:2], predict the reactants needed to synthesize it. The reactants are: [C:1]([O:4][CH2:5][C@@H:6]1[C@@H:11]([O:12]CC2C=CC=CC=2)[C@H:10]([CH:20]([OH:60])[C@@H:21]2[C@@H:26]([O:27]CC3C=CC=CC=3)[C@@H:25]([O:35]CC3C=CC=CC=3)[C@H:24]([O:43]CC3C=CC=CC=3)[C@@H:23]([CH2:51][O:52]CC3C=CC=CC=3)[O:22]2)[C@H:9]([O:61]CC2C=CC=CC=2)[C@@H:8]([O:69][C:70]2[CH:75]=[CH:74][C:73]([C:76]3[CH:81]=[CH:80][CH:79]=[C:78]([C:82](=[O:85])[NH:83][CH3:84])[CH:77]=3)=[CH:72][CH:71]=2)[O:7]1)(=[O:3])[CH3:2]. (6) Given the product [CH2:1]([O:3][C:4]1[CH:5]=[C:6]([CH:25]=[C:26]([O:29][CH2:30][CH3:31])[C:27]=1[F:28])[CH2:7][N:8]1[CH2:13][CH2:12][CH:11]([NH:14][C:15]2[O:16][C:17]3[C:23]([NH:24][S:47]([C:45]4[N:44]=[CH:43][N:42]([CH3:41])[CH:46]=4)(=[O:49])=[O:48])=[CH:22][CH:21]=[CH:20][C:18]=3[N:19]=2)[CH2:10][CH2:9]1)[CH3:2], predict the reactants needed to synthesize it. The reactants are: [CH2:1]([O:3][C:4]1[CH:5]=[C:6]([CH:25]=[C:26]([O:29][CH2:30][CH3:31])[C:27]=1[F:28])[CH2:7][N:8]1[CH2:13][CH2:12][CH:11]([NH:14][C:15]2[O:16][C:17]3[C:23]([NH2:24])=[CH:22][CH:21]=[CH:20][C:18]=3[N:19]=2)[CH2:10][CH2:9]1)[CH3:2].C(N(C(C)C)C(C)C)C.[CH3:41][N:42]1[CH:46]=[C:45]([S:47](Cl)(=[O:49])=[O:48])[N:44]=[CH:43]1. (7) The reactants are: [CH2:1]([O:3][C:4]1[C:13]2[C:8](=[CH:9][CH:10]=[CH:11][CH:12]=2)[C:7]([C:14]([OH:16])=O)=[CH:6][CH:5]=1)[CH3:2].C(Cl)(=O)C([Cl:20])=O. Given the product [CH2:1]([O:3][C:4]1[C:13]2[C:8](=[CH:9][CH:10]=[CH:11][CH:12]=2)[C:7]([C:14]([Cl:20])=[O:16])=[CH:6][CH:5]=1)[CH3:2], predict the reactants needed to synthesize it. (8) Given the product [F:31][C:2]([F:30])([F:1])[CH2:3][NH:4][C:5]([C:7]1([CH2:20][CH2:21][CH2:22][CH2:23][N:24]2[CH2:25][CH2:26][N:27]([C:33]3[CH:42]=[CH:41][C:40]4[C:35](=[CH:36][C:37]([Cl:43])=[CH:38][CH:39]=4)[N:34]=3)[CH2:28][CH2:29]2)[C:8]2[CH:9]=[CH:10][CH:11]=[CH:12][C:13]=2[C:14]2[C:19]1=[CH:18][CH:17]=[CH:16][CH:15]=2)=[O:6], predict the reactants needed to synthesize it. The reactants are: [F:1][C:2]([F:31])([F:30])[CH2:3][NH:4][C:5]([C:7]1([CH2:20][CH2:21][CH2:22][CH2:23][N:24]2[CH2:29][CH2:28][NH:27][CH2:26][CH2:25]2)[C:19]2[CH:18]=[CH:17][CH:16]=[CH:15][C:14]=2[C:13]2[C:8]1=[CH:9][CH:10]=[CH:11][CH:12]=2)=[O:6].Cl[C:33]1[CH:42]=[CH:41][C:40]2[C:35](=[CH:36][C:37]([Cl:43])=[CH:38][CH:39]=2)[N:34]=1. (9) Given the product [F:38][C:39]1[CH:40]=[C:41]([CH2:63][N:64]2[CH2:68][CH2:67][C@@H:66]([C:69]([O:71][CH3:72])=[O:70])[CH2:65]2)[CH:42]=[CH:43][C:44]=1[C:45]1[S:46][C:47]2[C:52]([N:53]=1)=[CH:51][CH:50]=[C:49]([C:54]1([C:57]3[CH:62]=[CH:61][CH:60]=[CH:59][CH:58]=3)[CH2:55][CH2:56]1)[N:48]=2.[F:38][C:39]1[CH:40]=[C:41]([CH2:63][N:64]2[CH2:68][CH2:67][C@H:66]([C:69]([O:71][CH3:72])=[O:70])[CH2:65]2)[CH:42]=[CH:43][C:44]=1[C:45]1[S:46][C:47]2[C:52]([N:53]=1)=[CH:51][CH:50]=[C:49]([C:54]1([C:57]3[CH:62]=[CH:61][CH:60]=[CH:59][CH:58]=3)[CH2:55][CH2:56]1)[N:48]=2, predict the reactants needed to synthesize it. The reactants are: FC1C=C(C=CC=1C1SC2C(N=1)=CC=C(C1(C3C=CC=CC=3)CC1)N=2)C=O.Cl.COC(C1CCNC1)=O.[F:38][C:39]1[CH:40]=[C:41]([CH2:63][N:64]2[CH2:68][CH2:67][CH:66]([C:69]([O:71][CH3:72])=[O:70])[CH2:65]2)[CH:42]=[CH:43][C:44]=1[C:45]1[S:46][C:47]2[C:52]([N:53]=1)=[CH:51][CH:50]=[C:49]([C:54]1([C:57]3[CH:62]=[CH:61][CH:60]=[CH:59][CH:58]=3)[CH2:56][CH2:55]1)[N:48]=2.